Regression. Given two drug SMILES strings and cell line genomic features, predict the synergy score measuring deviation from expected non-interaction effect. From a dataset of NCI-60 drug combinations with 297,098 pairs across 59 cell lines. (1) Drug 1: C1CC(=O)NC(=O)C1N2CC3=C(C2=O)C=CC=C3N. Drug 2: CC=C1C(=O)NC(C(=O)OC2CC(=O)NC(C(=O)NC(CSSCCC=C2)C(=O)N1)C(C)C)C(C)C. Cell line: LOX IMVI. Synergy scores: CSS=64.5, Synergy_ZIP=12.3, Synergy_Bliss=11.8, Synergy_Loewe=14.2, Synergy_HSA=14.2. (2) Drug 1: CC1=C(C(=O)C2=C(C1=O)N3CC4C(C3(C2COC(=O)N)OC)N4)N. Drug 2: N.N.Cl[Pt+2]Cl. Cell line: A498. Synergy scores: CSS=46.9, Synergy_ZIP=-11.4, Synergy_Bliss=0.606, Synergy_Loewe=-13.6, Synergy_HSA=5.08. (3) Drug 1: C1=NC2=C(N=C(N=C2N1C3C(C(C(O3)CO)O)F)Cl)N. Drug 2: CC1=C2C(C(=O)C3(C(CC4C(C3C(C(C2(C)C)(CC1OC(=O)C(C(C5=CC=CC=C5)NC(=O)C6=CC=CC=C6)O)O)OC(=O)C7=CC=CC=C7)(CO4)OC(=O)C)O)C)OC(=O)C. Cell line: 786-0. Synergy scores: CSS=9.43, Synergy_ZIP=-2.54, Synergy_Bliss=3.79, Synergy_Loewe=3.17, Synergy_HSA=3.49.